Dataset: Catalyst prediction with 721,799 reactions and 888 catalyst types from USPTO. Task: Predict which catalyst facilitates the given reaction. (1) Product: [CH3:1][O:2][C:3]1[C:8]([O:9][CH3:10])=[C:7]([O:11][CH3:12])[CH:6]=[CH:5][C:4]=1[CH2:13][CH:14]([OH:26])[CH2:18][CH:19]=[CH2:20]. The catalyst class is: 5. Reactant: [CH3:1][O:2][C:3]1[C:8]([O:9][CH3:10])=[C:7]([O:11][CH3:12])[CH:6]=[CH:5][C:4]=1[CH2:13][C:14]#N.[BH4-].[Na+].[CH3:18][CH2:19][CH2:20][CH2:18][CH2:19][CH3:20].CC[O:26]C(C)=[O:26].O. (2) The catalyst class is: 5. Reactant: O1CCO[CH2:3][CH2:2]1.O.[Ca+2].C(=O)([O-])[O-].[OH-].[Na+].[Cl:15][C:16]1[CH:21]=[C:20]([CH2:22][OH:23])[CH:19]=[C:18]([OH:24])[C:17]=1[C:25]([C:27]1[CH:32]=[CH:31][C:30]([O:33][CH3:34])=[CH:29][CH:28]=1)=[O:26]. Product: [Cl:15][C:16]1[CH:21]=[C:20]([CH2:22][OH:23])[CH:19]=[C:18]([OH:24])[C:17]=1[C:25]([C:27]1[CH:32]=[CH:31][C:30]([O:33][CH:34]2[CH2:3][CH2:2]2)=[CH:29][CH:28]=1)=[O:26]. (3) Reactant: [CH3:1][C:2]1[N:7]=[C:6]([C:8]2[CH:13]=[CH:12][CH:11]=[C:10]([C:14]3[CH:15]=[C:16]([S:20](Cl)(=[O:22])=[O:21])[CH:17]=[CH:18][CH:19]=3)[N:9]=2)[CH:5]=[C:4]([C:24]2[CH:29]=[CH:28][C:27]([C:30]([F:33])([F:32])[F:31])=[CH:26][CH:25]=2)[CH:3]=1.[CH2:34]([CH2:36][NH2:37])[OH:35]. Product: [OH:35][CH2:34][CH2:36][NH:37][S:20]([C:16]1[CH:17]=[CH:18][CH:19]=[C:14]([C:10]2[N:9]=[C:8]([C:6]3[CH:5]=[C:4]([C:24]4[CH:25]=[CH:26][C:27]([C:30]([F:32])([F:33])[F:31])=[CH:28][CH:29]=4)[CH:3]=[C:2]([CH3:1])[N:7]=3)[CH:13]=[CH:12][CH:11]=2)[CH:15]=1)(=[O:22])=[O:21]. The catalyst class is: 49. (4) Reactant: [C:1]([C:4]1[S:5][CH:6]=[CH:7][C:8]=1[CH2:9][N:10]1[C:16]2[CH:17]=[CH:18][CH:19]=[CH:20][C:15]=2[C:14]([CH:21]([CH3:23])[CH3:22])=[N:13][CH:12]([NH2:24])[C:11]1=[O:25])(=[O:3])[CH3:2].[CH3:26][C:27]1[CH:28]=[C:29]([N:33]=[C:34]=[O:35])[CH:30]=[CH:31][CH:32]=1. Product: [C:1]([C:4]1[S:5][CH:6]=[CH:7][C:8]=1[CH2:9][N:10]1[C:16]2[CH:17]=[CH:18][CH:19]=[CH:20][C:15]=2[C:14]([CH:21]([CH3:22])[CH3:23])=[N:13][CH:12]([NH:24][C:34]([NH:33][C:29]2[CH:30]=[CH:31][CH:32]=[C:27]([CH3:26])[CH:28]=2)=[O:35])[C:11]1=[O:25])(=[O:3])[CH3:2]. The catalyst class is: 7. (5) Reactant: [NH2:1][CH2:2][CH2:3][O:4][CH2:5][CH2:6][OH:7].C(=O)([O-])[O-].[K+].[K+].O.[CH2:15](Br)[C:16]1[CH:21]=[CH:20][CH:19]=[CH:18][CH:17]=1. Product: [CH2:15]([N:1]([CH2:15][C:16]1[CH:21]=[CH:20][CH:19]=[CH:18][CH:17]=1)[CH2:2][CH2:3][O:4][CH2:5][CH2:6][OH:7])[C:16]1[CH:21]=[CH:20][CH:19]=[CH:18][CH:17]=1. The catalyst class is: 14. (6) Reactant: [F:1][C:2]1[C:7]([O:8][C:9]2[CH:14]=[CH:13][CH:12]=[CH:11][CH:10]=2)=[C:6]([F:15])[CH:5]=[CH:4][C:3]=1[C@@H:16]([NH2:24])[CH2:17][C:18]1[CH:23]=[CH:22][N:21]=[CH:20][CH:19]=1.C(N(CC)CC)C.[Si]([O:39][CH2:40][CH:41]=O)(C(C)(C)C)(C)C.C(O[BH-](OC(=O)C)OC(=O)C)(=O)C.[Na+]. Product: [F:1][C:2]1[C:7]([O:8][C:9]2[CH:10]=[CH:11][CH:12]=[CH:13][CH:14]=2)=[C:6]([F:15])[CH:5]=[CH:4][C:3]=1[C@@H:16]([NH:24][CH2:41][CH2:40][OH:39])[CH2:17][C:18]1[CH:19]=[CH:20][N:21]=[CH:22][CH:23]=1. The catalyst class is: 26. (7) Reactant: [C:1]([O:5][C:6]([N:8]1[CH2:13][CH2:12][CH:11]([CH2:14][CH2:15][CH2:16][NH2:17])[CH2:10][CH2:9]1)=[O:7])([CH3:4])([CH3:3])[CH3:2].[CH:18]1([NH:21][C:22]([C:24]2[C:32]3[CH:31]=[C:30]([C:33]4[C:38]([F:39])=[CH:37][N:36]=[C:35](Cl)[N:34]=4)[S:29][C:28]=3[CH:27]=[CH:26][CH:25]=2)=[O:23])[CH2:20][CH2:19]1.C(N(C(C)C)CC)(C)C. Product: [C:1]([O:5][C:6]([N:8]1[CH2:13][CH2:12][CH:11]([CH2:14][CH2:15][CH2:16][NH:17][C:35]2[N:34]=[C:33]([C:30]3[S:29][C:28]4[CH:27]=[CH:26][CH:25]=[C:24]([C:22](=[O:23])[NH:21][CH:18]5[CH2:19][CH2:20]5)[C:32]=4[CH:31]=3)[C:38]([F:39])=[CH:37][N:36]=2)[CH2:10][CH2:9]1)=[O:7])([CH3:4])([CH3:3])[CH3:2]. The catalyst class is: 12. (8) Reactant: [CH2:1]([O:8][NH:9][C@H:10]1[CH2:15][N:14]([C:16](=[O:21])[C:17]([F:20])([F:19])[F:18])[C@H:13]([C:22]([O:24]C(C)(C)C)=[O:23])[CH2:12][CH2:11]1)[C:2]1[CH:7]=[CH:6][CH:5]=[CH:4][CH:3]=1.FC(F)(F)C(O)=O. Product: [CH2:1]([O:8][NH:9][C@H:10]1[CH2:15][N:14]([C:16](=[O:21])[C:17]([F:19])([F:20])[F:18])[C@H:13]([C:22]([OH:24])=[O:23])[CH2:12][CH2:11]1)[C:2]1[CH:3]=[CH:4][CH:5]=[CH:6][CH:7]=1. The catalyst class is: 2. (9) Reactant: [CH2:1]([NH:8][CH2:9][CH:10]([CH2:21][OH:22])[CH:11]([C:13]1[CH:18]=[CH:17][C:16]([Cl:19])=[C:15]([F:20])[CH:14]=1)[OH:12])[C:2]1[CH:7]=[CH:6][CH:5]=[CH:4][CH:3]=1.C(N(CC)CC)C.[C:30]([Si:34](Cl)([CH3:36])[CH3:35])([CH3:33])([CH3:32])[CH3:31]. Product: [CH2:1]([NH:8][CH2:9][CH:10]([CH2:21][O:22][Si:34]([C:30]([CH3:33])([CH3:32])[CH3:31])([CH3:36])[CH3:35])[CH:11]([C:13]1[CH:18]=[CH:17][C:16]([Cl:19])=[C:15]([F:20])[CH:14]=1)[OH:12])[C:2]1[CH:7]=[CH:6][CH:5]=[CH:4][CH:3]=1. The catalyst class is: 1.